This data is from Reaction yield outcomes from USPTO patents with 853,638 reactions. The task is: Predict the reaction yield, written as a fraction of the theoretical maximum amount of product (1.0 means a 100% yield; for example, 0.34 means a 34% yield). The reactants are [Si:1]([O:8][C@@H:9]1[C@H:13]([CH2:14][O:15][Si:16]([C:19]([CH3:22])([CH3:21])[CH3:20])([CH3:18])[CH3:17])[CH2:12][C@@H:11]([OH:23])[CH2:10]1)([C:4]([CH3:7])([CH3:6])[CH3:5])([CH3:3])[CH3:2].[H-].[Na+].[NH2:26][C:27]1[C:32]([N+:33]([O-:35])=[O:34])=[C:31](Cl)[CH:30]=[CH:29][N:28]=1. The catalyst is C1COCC1. The product is [Si:1]([O:8][C@@H:9]1[C@H:13]([CH2:14][O:15][Si:16]([C:19]([CH3:22])([CH3:21])[CH3:20])([CH3:17])[CH3:18])[CH2:12][C@@H:11]([O:23][C:31]2[CH:30]=[CH:29][N:28]=[C:27]([NH2:26])[C:32]=2[N+:33]([O-:35])=[O:34])[CH2:10]1)([C:4]([CH3:7])([CH3:6])[CH3:5])([CH3:3])[CH3:2]. The yield is 0.350.